Task: Predict the reaction yield, written as a fraction of the theoretical maximum amount of product (1.0 means a 100% yield; for example, 0.34 means a 34% yield).. Dataset: Reaction yield outcomes from USPTO patents with 853,638 reactions (1) The reactants are [Cl:1][C:2]1[CH:3]=[C:4]([O:11]C)[C:5]([OH:10])=[C:6]([CH:9]=1)[CH:7]=[O:8].O. The catalyst is Br. The product is [Cl:1][C:2]1[CH:3]=[C:4]([OH:11])[C:5]([OH:10])=[C:6]([CH:9]=1)[CH:7]=[O:8]. The yield is 0.320. (2) The reactants are [CH3:1][C:2]1[CH:10]=[CH:9][C:8]([C:11]2[C:19]3[S:18][C:17]([CH2:20][C:21]4[CH:26]=[CH:25][CH:24]=[C:23]([C:27]([F:30])([F:29])[F:28])[CH:22]=4)=[CH:16][C:15]=3[CH:14]=[CH:13][CH:12]=2)=[CH:7][C:3]=1[C:4](O)=[O:5].CCN=C=NCCCN(C)C.C1C=CC2N(O)N=NC=2C=1.Cl.[NH2:53][CH2:54][C:55]([NH2:57])=[O:56].C(N(CC)C(C)C)(C)C. The catalyst is O.CN(C=O)C. The product is [NH2:57][C:55](=[O:56])[CH2:54][NH:53][C:4](=[O:5])[C:3]1[CH:7]=[C:8]([C:11]2[C:19]3[S:18][C:17]([CH2:20][C:21]4[CH:26]=[CH:25][CH:24]=[C:23]([C:27]([F:29])([F:28])[F:30])[CH:22]=4)=[CH:16][C:15]=3[CH:14]=[CH:13][CH:12]=2)[CH:9]=[CH:10][C:2]=1[CH3:1]. The yield is 0.450. (3) The reactants are [CH:1]1[C:10]2[C:5](=[CH:6][CH:7]=[CH:8][CH:9]=2)[CH:4]=[CH:3][C:2]=1[S:11]([CH:14]1[CH2:19][CH2:18][NH:17][CH2:16][CH2:15]1)(=[O:13])=[O:12].[Cl:20][C:21]1[CH:22]=[N:23][CH:24]=[C:25]([Cl:28])[C:26]=1Cl. No catalyst specified. The product is [Cl:20][C:21]1[CH:22]=[N:23][CH:24]=[C:25]([Cl:28])[C:26]=1[N:17]1[CH2:18][CH2:19][CH:14]([S:11]([C:2]2[CH:3]=[CH:4][C:5]3[C:10](=[CH:9][CH:8]=[CH:7][CH:6]=3)[CH:1]=2)(=[O:12])=[O:13])[CH2:15][CH2:16]1. The yield is 0.120. (4) The reactants are [CH3:1][C:2]1[S:3][CH:4]=[CH:5][N:6]=1.[NH2:7][O:8][S:9]([C:12]1[C:17]([CH3:18])=[CH:16][C:15]([CH3:19])=[CH:14][C:13]=1[CH3:20])(=[O:11])=[O:10].C(OC(C)C)(C)C. The catalyst is C1(C)C=CC=CC=1.C(OCC)(=O)C.C1(C)C=CC=CC=1. The product is [CH3:18][C:17]1[CH:16]=[C:15]([CH3:19])[CH:14]=[C:13]([CH3:20])[C:12]=1[S:9]([O-:11])(=[O:10])=[O:8].[NH2:7][N+:6]1[CH:5]=[CH:4][S:3][C:2]=1[CH3:1]. The yield is 0.630.